From a dataset of Reaction yield outcomes from USPTO patents with 853,638 reactions. Predict the reaction yield, written as a fraction of the theoretical maximum amount of product (1.0 means a 100% yield; for example, 0.34 means a 34% yield). The reactants are [C:1]([O:5][C:6](=[O:31])[NH:7][C:8]1[C:17]([CH2:18][CH2:19][CH:20]=C)=[C:16]2[C:11]([CH2:12][CH2:13][C@H:14]([C:22]([CH3:30])([CH3:29])[O:23][SiH2:24][C:25]([CH3:28])([CH3:27])[CH3:26])[O:15]2)=[CH:10][CH:9]=1)([CH3:4])([CH3:3])[CH3:2].I([O-])(=O)(=O)=[O:33].[Na+]. The catalyst is O1CCCC1.O.C(OCC)(=O)C.[Os](=O)(=O)(=O)=O. The product is [C:1]([O:5][C:6]([N:7]1[C:8]2[C:17](=[C:16]3[C:11](=[CH:10][CH:9]=2)[CH2:12][CH2:13][C@H:14]([C:22]([CH3:30])([CH3:29])[O:23][SiH2:24][C:25]([CH3:28])([CH3:26])[CH3:27])[O:15]3)[CH2:18][CH2:19][CH:20]1[OH:33])=[O:31])([CH3:4])([CH3:3])[CH3:2]. The yield is 0.810.